From a dataset of CYP2C9 inhibition data for predicting drug metabolism from PubChem BioAssay. Regression/Classification. Given a drug SMILES string, predict its absorption, distribution, metabolism, or excretion properties. Task type varies by dataset: regression for continuous measurements (e.g., permeability, clearance, half-life) or binary classification for categorical outcomes (e.g., BBB penetration, CYP inhibition). Dataset: cyp2c9_veith. (1) The compound is COc1cccc(-c2[nH]nc3c2C(c2ccsc2)C(C#N)=C(N)O3)c1. The result is 1 (inhibitor). (2) The drug is CC[C@](N)(C(=O)O)C(C)C. The result is 0 (non-inhibitor). (3) The compound is O=C(Nc1ccc2ncccc2c1)Nc1ccc2ncccc2c1. The result is 0 (non-inhibitor). (4) The drug is COc1ccc(/C(O)=C2/C(=O)C(=O)N(Cc3cccnc3)C2c2ccco2)cc1OC. The result is 1 (inhibitor).